From a dataset of Forward reaction prediction with 1.9M reactions from USPTO patents (1976-2016). Predict the product of the given reaction. (1) The product is: [C:1]([O:25][CH2:24]/[CH:23]=[CH:22]/[CH2:21][OH:26])([C:14]1[CH:19]=[CH:18][CH:17]=[CH:16][CH:15]=1)([C:8]1[CH:13]=[CH:12][CH:11]=[CH:10][CH:9]=1)[C:2]1[CH:7]=[CH:6][CH:5]=[CH:4][CH:3]=1. Given the reactants [C:1](Cl)([C:14]1[CH:19]=[CH:18][CH:17]=[CH:16][CH:15]=1)([C:8]1[CH:13]=[CH:12][CH:11]=[CH:10][CH:9]=1)[C:2]1[CH:7]=[CH:6][CH:5]=[CH:4][CH:3]=1.[CH2:21]([OH:26])/[CH:22]=[CH:23]/[CH2:24][OH:25].CCCCCC.CCOC(C)=O.O, predict the reaction product. (2) Given the reactants [C:1]([NH:4][C@@H:5]1[C@@H:18]([O:19][CH2:20][C:21]2[CH:26]=[CH:25][CH:24]=[CH:23][CH:22]=2)[C@@H:17]([O:27]C(=O)C2C=CC=CC=2)[C@@H:16]([CH2:36][O:37][CH2:38][C:39]2[CH:44]=[CH:43][CH:42]=[CH:41][CH:40]=2)[O:15][C@@H:6]1[O:7][CH2:8][C:9]1[CH:14]=[CH:13][CH:12]=[CH:11][CH:10]=1)(=[O:3])[CH3:2].[Na], predict the reaction product. The product is: [C:1]([NH:4][C@@H:5]1[C@@H:18]([O:19][CH2:20][C:21]2[CH:22]=[CH:23][CH:24]=[CH:25][CH:26]=2)[C@@H:17]([OH:27])[C@@H:16]([CH2:36][O:37][CH2:38][C:39]2[CH:40]=[CH:41][CH:42]=[CH:43][CH:44]=2)[O:15][C@@H:6]1[O:7][CH2:8][C:9]1[CH:10]=[CH:11][CH:12]=[CH:13][CH:14]=1)(=[O:3])[CH3:2]. (3) The product is: [CH3:23][C:20]1[CH:21]=[CH:22][C:17]([CH:13]2[CH2:14][CH2:15][CH2:16][N:12]2[C:4]2[N:3]=[C:2]([NH:24][C:25]3[S:26][C:27]([C:30]#[N:31])=[CH:28][N:29]=3)[CH:7]=[C:6]([C:8]([F:11])([F:10])[F:9])[CH:5]=2)=[CH:18][CH:19]=1. Given the reactants Cl[C:2]1[CH:7]=[C:6]([C:8]([F:11])([F:10])[F:9])[CH:5]=[C:4]([N:12]2[CH2:16][CH2:15][CH2:14][CH:13]2[C:17]2[CH:22]=[CH:21][C:20]([CH3:23])=[CH:19][CH:18]=2)[N:3]=1.[NH2:24][C:25]1[S:26][C:27]([C:30]#[N:31])=[CH:28][N:29]=1.CC(C1C=C(C(C)C)C(C2C=CC=CC=2P(C2CCCCC2)C2CCCCC2)=C(C(C)C)C=1)C.P([O-])([O-])([O-])=O.[K+].[K+].[K+], predict the reaction product. (4) Given the reactants [Cl:1][C:2]1[CH:9]=[CH:8][C:5]([C:6]#[N:7])=[C:4]([C:10]2[C:15]([Cl:16])=[CH:14][N:13]=[C:12]([O:17]C)[CH:11]=2)[CH:3]=1.Cl.[NH+]1C=CC=CC=1, predict the reaction product. The product is: [Cl:1][C:2]1[CH:9]=[CH:8][C:5]([C:6]#[N:7])=[C:4]([C:10]2[C:15]([Cl:16])=[CH:14][NH:13][C:12](=[O:17])[CH:11]=2)[CH:3]=1. (5) Given the reactants [F:1][C:2]([F:26])([F:25])[O:3][C:4]1[CH:9]=[CH:8][C:7]([C:10]2([CH:19]3[CH2:24][CH2:23][NH:22][CH2:21][CH2:20]3)[O:14][C:13]3[CH:15]=[CH:16][CH:17]=[CH:18][C:12]=3[O:11]2)=[CH:6][CH:5]=1.O=[C:28]([CH3:42])[CH2:29][CH2:30][N:31]1C(=O)C2C(=CC=CC=2)C1=O, predict the reaction product. The product is: [F:26][C:2]([F:1])([F:25])[O:3][C:4]1[CH:5]=[CH:6][C:7]([C:10]2([CH:19]3[CH2:20][CH2:21][N:22]([CH:28]([CH3:42])[CH2:29][CH2:30][NH2:31])[CH2:23][CH2:24]3)[O:14][C:13]3[CH:15]=[CH:16][CH:17]=[CH:18][C:12]=3[O:11]2)=[CH:8][CH:9]=1. (6) Given the reactants [H-].[Na+].[F:3][C:4]1[CH:5]=[C:6](/[CH:11]=[CH:12]/[C:13]([N:15]2[CH2:20][CH2:19][CH:18]([CH:21]=[O:22])[CH2:17][CH2:16]2)=[O:14])[CH:7]=[C:8]([F:10])[CH:9]=1.[CH3:23]S(C)=O, predict the reaction product. The product is: [F:10][C:8]1[CH:7]=[C:6](/[CH:11]=[CH:12]/[C:13]([N:15]2[CH2:16][CH2:17][CH:18]([CH:21]3[CH2:23][O:22]3)[CH2:19][CH2:20]2)=[O:14])[CH:5]=[C:4]([F:3])[CH:9]=1. (7) Given the reactants Br[CH2:2][C:3]1[CH:4]=[C:5]([C:11]2[N:12]=[N:13][N:14]([CH3:16])[N:15]=2)[CH:6]=[CH:7][C:8]=1[O:9][CH3:10].[OH:17][CH2:18][C:19]1([C:32]2[CH:37]=[CH:36][CH:35]=[CH:34][CH:33]=2)[CH2:24][CH2:23][N:22]([C:25]([O:27][C:28]([CH3:31])([CH3:30])[CH3:29])=[O:26])[CH2:21][CH2:20]1.[H-].[Na+], predict the reaction product. The product is: [CH3:10][O:9][C:8]1[CH:7]=[CH:6][C:5]([C:11]2[N:12]=[N:13][N:14]([CH3:16])[N:15]=2)=[CH:4][C:3]=1[CH2:2][O:17][CH2:18][C:19]1([C:32]2[CH:33]=[CH:34][CH:35]=[CH:36][CH:37]=2)[CH2:24][CH2:23][N:22]([C:25]([O:27][C:28]([CH3:30])([CH3:31])[CH3:29])=[O:26])[CH2:21][CH2:20]1. (8) Given the reactants [CH:1]([N:4]1[CH2:9][CH2:8][N:7]([C:10]2[S:11][CH:12]=[C:13]([Sn](CCCC)(CCCC)CCCC)[N:14]=2)[CH2:6][CH2:5]1)([CH3:3])[CH3:2].Br[C:29]1[S:30][C:31]2[C:37]([C:38]3[CH:43]=[CH:42][C:41]([Cl:44])=[CH:40][CH:39]=3)=[C:36]([C@H:45]([O:50][C:51]([CH3:54])([CH3:53])[CH3:52])[C:46]([O:48][CH3:49])=[O:47])[C:35]([CH3:55])=[CH:34][C:32]=2[N:33]=1.O1CCOCC1, predict the reaction product. The product is: [C:51]([O:50][C@@H:45]([C:36]1[C:35]([CH3:55])=[CH:34][C:32]2[N:33]=[C:29]([C:13]3[N:14]=[C:10]([N:7]4[CH2:6][CH2:5][N:4]([CH:1]([CH3:2])[CH3:3])[CH2:9][CH2:8]4)[S:11][CH:12]=3)[S:30][C:31]=2[C:37]=1[C:38]1[CH:39]=[CH:40][C:41]([Cl:44])=[CH:42][CH:43]=1)[C:46]([O:48][CH3:49])=[O:47])([CH3:54])([CH3:52])[CH3:53]. (9) Given the reactants Br[C:2]1[CH:3]=[C:4]2[C:9](=[CH:10][CH:11]=1)[CH:8]=[C:7]([OH:12])[CH:6]=[CH:5]2.B([C:16]1[CH:24]=[CH:23][C:19]([C:20]([OH:22])=[O:21])=[CH:18][CH:17]=1)(O)O, predict the reaction product. The product is: [OH:12][C:7]1[CH:8]=[C:9]2[C:4](=[CH:5][CH:6]=1)[CH:3]=[C:2]([C:16]1[CH:24]=[CH:23][C:19]([C:20]([OH:22])=[O:21])=[CH:18][CH:17]=1)[CH:11]=[CH:10]2.